From a dataset of Full USPTO retrosynthesis dataset with 1.9M reactions from patents (1976-2016). Predict the reactants needed to synthesize the given product. (1) Given the product [Cl:20][C:17]1[CH:18]=[CH:19][C:14]([C:7]2[N:8]([CH:11]3[CH2:13][CH2:12]3)[C:9](=[O:10])[N:5]([CH2:4][C:3]3[CH:21]=[CH:22][CH:23]=[CH:24][C:2]=3[O:31][C:30]3[CH:29]=[CH:28][CH:27]=[CH:26][C:25]=3[CH3:32])[N:6]=2)=[CH:15][CH:16]=1, predict the reactants needed to synthesize it. The reactants are: Br[C:2]1[CH:24]=[CH:23][CH:22]=[CH:21][C:3]=1[CH2:4][N:5]1[C:9](=[O:10])[N:8]([CH:11]2[CH2:13][CH2:12]2)[C:7]([C:14]2[CH:19]=[CH:18][C:17]([Cl:20])=[CH:16][CH:15]=2)=[N:6]1.[C:25]1([CH3:32])[C:30]([OH:31])=[CH:29][CH:28]=[CH:27][CH:26]=1. (2) Given the product [C:30]([C:34]1[CH:35]=[CH:36][C:37]([NH:38][C:23]([C:14]2[C:15]3[O:19][C:18]([CH3:20])=[N:17][C:16]=3[C:21]3[NH:22][C:10]([NH:9][C:3]4[C:4]([Cl:8])=[CH:5][CH:6]=[CH:7][C:2]=4[Cl:1])=[N:11][C:12]=3[CH:13]=2)=[O:25])=[CH:39][CH:40]=1)([CH3:33])([CH3:31])[CH3:32], predict the reactants needed to synthesize it. The reactants are: [Cl:1][C:2]1[CH:7]=[CH:6][CH:5]=[C:4]([Cl:8])[C:3]=1[NH:9][C:10]1[NH:22][C:21]2[C:16]3[N:17]=[C:18]([CH3:20])[O:19][C:15]=3[C:14]([C:23]([OH:25])=O)=[CH:13][C:12]=2[N:11]=1.S(Cl)(Cl)=O.[C:30]([C:34]1[CH:40]=[CH:39][C:37]([NH2:38])=[CH:36][CH:35]=1)([CH3:33])([CH3:32])[CH3:31].[H-].[Na+]. (3) Given the product [Br-:7].[C:20]([O:19][CH:18]([CH2:17][CH2:16][CH2:15][CH2:14][CH2:13][CH2:12][CH2:11][CH2:10][CH3:9])[CH2:1][N+:2]1[CH:6]=[CH:5][N:4]([CH3:24])[CH:3]=1)(=[O:23])[CH:21]=[CH2:22], predict the reactants needed to synthesize it. The reactants are: [CH3:1][N:2]1[CH:6]=[CH:5][N:4]=[CH:3]1.[Br:7]C[CH2:9][CH2:10][CH2:11][CH2:12][CH2:13][CH2:14][CH2:15][CH2:16][CH2:17][CH2:18][O:19][C:20](=[O:23])[CH:21]=[CH2:22].[C:24](C1C=C(C)C=C(C(C)(C)C)C=1O)(C)(C)C. (4) The reactants are: [NH2:1][C:2]1([C:8]([OH:10])=[O:9])[CH2:7][CH2:6][CH2:5][CH2:4][CH2:3]1.S(Cl)([Cl:13])=O.[CH3:15]O. Given the product [ClH:13].[CH3:15][O:9][C:8]([C:2]1([NH2:1])[CH2:7][CH2:6][CH2:5][CH2:4][CH2:3]1)=[O:10], predict the reactants needed to synthesize it. (5) Given the product [C:17]([O:20][C:21]([CH3:26])([CH3:25])[C:22]([NH:13][C:12]1[CH:14]=[CH:15][C:9]([Br:8])=[CH:10][C:11]=1[F:16])=[O:23])(=[O:19])[CH3:18], predict the reactants needed to synthesize it. The reactants are: C(N(CC)CC)C.[Br:8][C:9]1[CH:15]=[CH:14][C:12]([NH2:13])=[C:11]([F:16])[CH:10]=1.[C:17]([O:20][C:21]([CH3:26])([CH3:25])[C:22](Cl)=[O:23])(=[O:19])[CH3:18]. (6) Given the product [CH3:85][O:86][C:87]1[CH:94]=[CH:93][C:90]([CH2:91][NH:92][C:4]2[C:3]([C:26]([N:28]3[CH2:29][CH2:30][CH:31]([N:34]4[CH2:38][CH2:37][CH2:36][CH2:35]4)[CH2:32][CH2:33]3)=[O:27])=[C:2]([CH3:1])[CH:7]=[C:6]([C:8]3[CH:13]=[CH:12][CH:11]=[C:10]([C:14]([F:17])([F:16])[F:15])[CH:9]=3)[N:5]=2)=[CH:89][CH:88]=1, predict the reactants needed to synthesize it. The reactants are: [CH3:1][C:2]1[CH:7]=[C:6]([C:8]2[CH:13]=[CH:12][CH:11]=[C:10]([C:14]([F:17])([F:16])[F:15])[CH:9]=2)[N:5]=[C:4](OS(C(F)(F)F)(=O)=O)[C:3]=1[C:26]([N:28]1[CH2:33][CH2:32][CH:31]([N:34]2[CH2:38][CH2:37][CH2:36][CH2:35]2)[CH2:30][CH2:29]1)=[O:27].C1(P(C2C=CC=CC=2)C2C=CC3C(=CC=CC=3)C=2C2C3C(=CC=CC=3)C=CC=2P(C2C=CC=CC=2)C2C=CC=CC=2)C=CC=CC=1.[CH3:85][O:86][C:87]1[CH:94]=[CH:93][C:90]([CH2:91][NH2:92])=[CH:89][CH:88]=1. (7) Given the product [F:41][CH:11]([F:10])[C:12]1[N:16]([C:17]2[N:22]=[C:21]([N:23]3[CH2:24][CH2:25][O:26][CH2:27][CH2:28]3)[N:20]=[C:19]([N:29]3[CH2:34][CH2:33][N:32]([S:44]([CH2:47][CH2:48][C:49]4[CH:50]=[CH:51][N:52]=[CH:53][CH:54]=4)(=[O:45])=[O:46])[CH2:31][CH2:30]3)[N:18]=2)[C:15]2[CH:35]=[CH:36][CH:37]=[C:38]([O:39][CH3:40])[C:14]=2[N:13]=1, predict the reactants needed to synthesize it. The reactants are: CCN(C(C)C)C(C)C.[F:10][CH:11]([F:41])[C:12]1[N:16]([C:17]2[N:22]=[C:21]([N:23]3[CH2:28][CH2:27][O:26][CH2:25][CH2:24]3)[N:20]=[C:19]([N:29]3[CH2:34][CH2:33][NH:32][CH2:31][CH2:30]3)[N:18]=2)[C:15]2[CH:35]=[CH:36][CH:37]=[C:38]([O:39][CH3:40])[C:14]=2[N:13]=1.[Cl-].Cl[S:44]([CH2:47][CH2:48][C:49]1[CH:54]=[CH:53][NH+:52]=[CH:51][CH:50]=1)(=[O:46])=[O:45].O. (8) Given the product [C:23]1([C@H:29]([NH:31][C:2]2[C:3]([CH3:22])=[C:4]([CH3:21])[C:5]3[O:9][C:8]([CH3:11])([CH3:10])[CH:7]([C:12]4[CH:17]=[CH:16][C:15]([CH3:18])=[CH:14][CH:13]=4)[C:6]=3[C:19]=2[CH3:20])[CH3:30])[CH:28]=[CH:27][CH:26]=[CH:25][CH:24]=1, predict the reactants needed to synthesize it. The reactants are: Br[C:2]1[C:3]([CH3:22])=[C:4]([CH3:21])[C:5]2[O:9][C:8]([CH3:11])([CH3:10])[CH:7]([C:12]3[CH:17]=[CH:16][C:15]([CH3:18])=[CH:14][CH:13]=3)[C:6]=2[C:19]=1[CH3:20].[C:23]1([C@H:29]([NH2:31])[CH3:30])[CH:28]=[CH:27][CH:26]=[CH:25][CH:24]=1.[Na].Cl. (9) Given the product [Cl:34][C:31]([F:32])([F:33])[O:30][C:27]1[CH:26]=[CH:25][C:24]([NH:23][C:21](=[O:22])[C:20]2[CH:35]=[C:36]([C:37]3[NH:41][N:40]=[CH:39][CH:38]=3)[C:17]([N:5]3[CH2:6][CH:3]([OH:2])[CH2:4]3)=[N:18][CH:19]=2)=[CH:29][CH:28]=1, predict the reactants needed to synthesize it. The reactants are: Cl.[OH:2][CH:3]1[CH2:6][NH:5][CH2:4]1.CCN(C(C)C)C(C)C.Cl[C:17]1[C:36]([C:37]2[NH:41][N:40]=[CH:39][CH:38]=2)=[CH:35][C:20]([C:21]([NH:23][C:24]2[CH:29]=[CH:28][C:27]([O:30][C:31]([Cl:34])([F:33])[F:32])=[CH:26][CH:25]=2)=[O:22])=[CH:19][N:18]=1.O. (10) Given the product [I:1][C:2]1[N:3]=[CH:4][N:5]([CH2:10][CH2:11][C:12]([NH:15][C:16](=[O:22])[O:17][C:18]([CH3:21])([CH3:20])[CH3:19])([CH3:14])[CH3:13])[CH:6]=1, predict the reactants needed to synthesize it. The reactants are: [I:1][C:2]1[N:3]=[CH:4][NH:5][CH:6]=1.[H-].[Na+].Cl[CH2:10][CH2:11][C:12]([NH:15][C:16](=[O:22])[O:17][C:18]([CH3:21])([CH3:20])[CH3:19])([CH3:14])[CH3:13].C(OCC)(=O)C.